Dataset: Catalyst prediction with 721,799 reactions and 888 catalyst types from USPTO. Task: Predict which catalyst facilitates the given reaction. (1) Reactant: [F:1][C:2]1([CH2:9][C:10]([C:12]2[CH:17]=[CH:16][CH:15]=[CH:14][CH:13]=2)=[O:11])[CH:7]=[CH:6][N:5]=[C:4]([F:8])[CH2:3]1.[Br:18]Br. Product: [F:1][C:2]1([CH:9]([Br:18])[C:10]([C:12]2[CH:17]=[CH:16][CH:15]=[CH:14][CH:13]=2)=[O:11])[CH:7]=[CH:6][N:5]=[C:4]([F:8])[CH2:3]1. The catalyst class is: 15. (2) Reactant: [F-].[Cs+].[CH3:21][CH2:20][CH2:19][CH2:18][Sn:17](O[Sn:17]([CH2:26][CH2:27][CH2:28][CH3:29])([CH2:22][CH2:23][CH2:24][CH3:25])[CH2:18][CH2:19][CH2:20][CH3:21])([CH2:22][CH2:23][CH2:24][CH3:25])[CH2:26][CH2:27][CH2:28][CH3:29].[F:30][C:31]([Si](C)(C1C=CC=CC=1)C1C=CC=CC=1)=[CH2:32].O. Product: [CH2:26]([Sn:17]([CH2:18][CH2:19][CH2:20][CH3:21])([CH2:22][CH2:23][CH2:24][CH3:25])[C:31]([F:30])=[CH2:32])[CH2:27][CH2:28][CH3:29]. The catalyst class is: 9. (3) Reactant: [CH3:1][N:2](C)[C:3]1[C:4]([C:9]#[C:10][C:11]2[CH:16]=[CH:15][N:14]=[CH:13][CH:12]=2)=[N:5][CH:6]=[CH:7][CH:8]=1.[I:18]I.S([O-])([O-])(=O)=S.[Na+].[Na+]. Product: [I:18][C:9]1[C:4]2=[N:5][CH:6]=[CH:7][CH:8]=[C:3]2[N:2]([CH3:1])[C:10]=1[C:11]1[CH:16]=[CH:15][N:14]=[CH:13][CH:12]=1. The catalyst class is: 4.